This data is from Reaction yield outcomes from USPTO patents with 853,638 reactions. The task is: Predict the reaction yield, written as a fraction of the theoretical maximum amount of product (1.0 means a 100% yield; for example, 0.34 means a 34% yield). (1) The reactants are [Cl:1][C:2]1[C:7]([C:8](O)([CH3:10])[CH3:9])=[CH:6][C:5]([NH:12][C:13](=[O:15])[CH3:14])=[C:4]([O:16][CH3:17])[CH:3]=1.O=S(Cl)Cl. The catalyst is C(Cl)Cl. The product is [Cl:1][C:2]1[C:7]([C:8]([CH3:10])=[CH2:9])=[CH:6][C:5]([NH:12][C:13](=[O:15])[CH3:14])=[C:4]([O:16][CH3:17])[CH:3]=1. The yield is 0.640. (2) The reactants are [Cl:1][CH2:2][CH2:3][N:4]=[C:5]=[O:6].[CH2:7]([NH2:11])[CH2:8][C:9]#[CH:10]. The catalyst is C(OCC)C. The product is [CH2:7]([NH:11][C:5]([NH:4][CH2:3][CH2:2][Cl:1])=[O:6])[CH2:8][C:9]#[CH:10]. The yield is 1.00. (3) The reactants are [CH3:1][O:2][C:3](=[O:16])[C:4]1[CH:9]=[C:8]([CH3:10])[CH:7]=[CH:6][C:5]=1[NH:11][C:12](=[O:15])[CH2:13][CH3:14].[Br:17]N1C(C)(C)C(=O)N(Br)C1=O. The catalyst is C(Cl)(Cl)Cl.C(Cl)(Cl)(Cl)Cl.C(OOC(=O)C1C=CC=CC=1)(=O)C1C=CC=CC=1. The product is [CH3:1][O:2][C:3](=[O:16])[C:4]1[CH:9]=[C:8]([CH2:10][Br:17])[CH:7]=[CH:6][C:5]=1[NH:11][C:12](=[O:15])[CH2:13][CH3:14]. The yield is 0.530. (4) The yield is 0.682. The product is [CH3:25][O:26][C:27]1[CH:32]=[CH:31][CH:30]=[CH:29][C:28]=1[NH:33][C:34]([N:15]1[CH2:16][CH2:17][N:12]([C:10]2[S:9][N:8]=[C:7]([C:1]3[CH:2]=[CH:3][CH:4]=[CH:5][CH:6]=3)[N:11]=2)[CH2:13][CH2:14]1)=[O:35]. The catalyst is O1CCCC1. The reactants are [C:1]1([C:7]2[N:11]=[C:10]([N:12]3[CH2:17][CH2:16][NH:15][CH2:14][CH2:13]3)[S:9][N:8]=2)[CH:6]=[CH:5][CH:4]=[CH:3][CH:2]=1.C(N(CC)CC)C.[CH3:25][O:26][C:27]1[CH:32]=[CH:31][CH:30]=[CH:29][C:28]=1[N:33]=[C:34]=[O:35].